Dataset: Reaction yield outcomes from USPTO patents with 853,638 reactions. Task: Predict the reaction yield, written as a fraction of the theoretical maximum amount of product (1.0 means a 100% yield; for example, 0.34 means a 34% yield). (1) The reactants are [N+:1]([C:4]1[CH:20]=[C:19]([C:21]([F:24])([F:23])[F:22])[CH:18]=[CH:17][C:5]=1[O:6][C:7]1[CH:16]=[CH:15][CH:14]=[CH:13][C:8]=1[C:9]([O:11][CH3:12])=[O:10])([O-])=O. The catalyst is [Pd].CO. The product is [NH2:1][C:4]1[CH:20]=[C:19]([C:21]([F:22])([F:23])[F:24])[CH:18]=[CH:17][C:5]=1[O:6][C:7]1[CH:16]=[CH:15][CH:14]=[CH:13][C:8]=1[C:9]([O:11][CH3:12])=[O:10]. The yield is 1.00. (2) The reactants are [C:1]([C:5]1[O:9][N:8]=[C:7]([NH:10][C:11]([NH:13][C:14]2[CH:19]=[CH:18][CH:17]=[C:16]([OH:20])[CH:15]=2)=[O:12])[CH:6]=1)([CH3:4])([CH3:3])[CH3:2].Cl[C:22]1[C:31]2[C:26](=[CH:27][C:28]([O:39][CH3:40])=[CH:29][C:30]=2[O:32][CH:33]2[CH2:38][CH2:37][O:36][CH2:35][CH2:34]2)[N:25]=[CH:24][N:23]=1.C([O-])([O-])=O.[Cs+].[Cs+]. The product is [C:1]([C:5]1[O:9][N:8]=[C:7]([NH:10][C:11]([NH:13][C:14]2[CH:19]=[CH:18][CH:17]=[C:16]([O:20][C:22]3[C:31]4[C:26](=[CH:27][C:28]([O:39][CH3:40])=[CH:29][C:30]=4[O:32][CH:33]4[CH2:34][CH2:35][O:36][CH2:37][CH2:38]4)[N:25]=[CH:24][N:23]=3)[CH:15]=2)=[O:12])[CH:6]=1)([CH3:4])([CH3:2])[CH3:3]. The catalyst is C(O)(C)C. The yield is 0.280. (3) The reactants are O[CH2:2][C:3]1[CH:4]=[C:5]2[C:11]3([CH2:15][CH2:14][N:13]([C:16]([O:18][C:19]([CH3:22])([CH3:21])[CH3:20])=[O:17])[CH2:12]3)[CH2:10][N:9]([C:23]([O:25][CH2:26][CH2:27][Si:28]([CH3:31])([CH3:30])[CH3:29])=[O:24])[C:6]2=[CH:7][CH:8]=1.C(Br)(Br)(Br)[Br:33].C1(P(C2C=CC=CC=2)C2C=CC=CC=2)C=CC=CC=1. The catalyst is C(Cl)Cl. The product is [Br:33][CH2:2][C:3]1[CH:4]=[C:5]2[C:11]3([CH2:15][CH2:14][N:13]([C:16]([O:18][C:19]([CH3:22])([CH3:21])[CH3:20])=[O:17])[CH2:12]3)[CH2:10][N:9]([C:23]([O:25][CH2:26][CH2:27][Si:28]([CH3:31])([CH3:30])[CH3:29])=[O:24])[C:6]2=[CH:7][CH:8]=1. The yield is 0.770. (4) The reactants are [Br:1][C:2]1[N:6]2[N:7]=[C:8](Cl)[CH:9]=[CH:10][C:5]2=[N:4][CH:3]=1.[CH2:12]([NH2:15])[CH:13]=[CH2:14]. No catalyst specified. The product is [CH2:12]([NH:15][C:8]1[CH:9]=[CH:10][C:5]2[N:6]([C:2]([Br:1])=[CH:3][N:4]=2)[N:7]=1)[CH:13]=[CH2:14]. The yield is 0.510. (5) The reactants are [CH3:1][O:2][C:3]1[C:4](=[O:23])[C:5]([C:19]([O:21]C)=[O:20])=[N:6][N:7]([C:9]2[CH:14]=[CH:13][CH:12]=[C:11]([C:15]([F:18])([F:17])[F:16])[CH:10]=2)[CH:8]=1.[OH-].[Na+].Cl. The catalyst is CO. The product is [CH3:1][O:2][C:3]1[C:4](=[O:23])[C:5]([C:19]([OH:21])=[O:20])=[N:6][N:7]([C:9]2[CH:14]=[CH:13][CH:12]=[C:11]([C:15]([F:18])([F:16])[F:17])[CH:10]=2)[CH:8]=1. The yield is 0.920.